Predict which catalyst facilitates the given reaction. From a dataset of Catalyst prediction with 721,799 reactions and 888 catalyst types from USPTO. (1) Reactant: [CH3:1][C:2]1([CH3:18])[N:6]([C:7]([O:9][C:10]([CH3:13])([CH3:12])[CH3:11])=[O:8])[C@@H:5]([C:14](OC)=[O:15])[CH2:4][O:3]1.[H-].C([Al+]CC(C)C)C(C)C.CCCCCC. Product: [CH:14]([C@H:5]1[CH2:4][O:3][C:2]([CH3:18])([CH3:1])[N:6]1[C:7]([O:9][C:10]([CH3:13])([CH3:12])[CH3:11])=[O:8])=[O:15]. The catalyst class is: 4. (2) Reactant: [F:1][C:2]1[C:7]([CH2:8][OH:9])=[CH:6][CH:5]=[C:4]([N:10]2[C:18]3[CH:17]=[C:16]([C:19]4[CH:24]=[N:23][CH:22]=[C:21]([CH3:25])[N:20]=4)[N:15]=[CH:14][C:13]=3[CH:12]=[N:11]2)[N:3]=1.CC(OI1(OC(C)=O)(OC(C)=O)OC(=O)C2C=CC=CC1=2)=O. Product: [F:1][C:2]1[C:7]([CH:8]=[O:9])=[CH:6][CH:5]=[C:4]([N:10]2[C:18]3[CH:17]=[C:16]([C:19]4[CH:24]=[N:23][CH:22]=[C:21]([CH3:25])[N:20]=4)[N:15]=[CH:14][C:13]=3[CH:12]=[N:11]2)[N:3]=1. The catalyst class is: 4. (3) Reactant: [F:1][C:2]1[CH:3]=[C:4]([S:8][CH2:9][C:10]([OH:12])=O)[CH:5]=[CH:6][CH:7]=1.S(Cl)(Cl)=O.[Cl-].[Cl-].[Cl-].[Al+3]. Product: [F:1][C:2]1[CH:7]=[CH:6][C:5]2[C:10](=[O:12])[CH2:9][S:8][C:4]=2[CH:3]=1. The catalyst class is: 22. (4) Reactant: [CH3:1][C@:2]12[C@@:19]3([CH3:20])[C@@H:10]([C@:11]4([CH3:24])[C@@H:16]([CH2:17][CH2:18]3)[C:15]([CH3:22])([CH3:21])[C@@H:14]([OH:23])[CH2:13][CH2:12]4)[CH2:9][CH2:8][C@@H:7]1[C@H:6]1[C@H:25]([C:28]([CH3:30])=[CH2:29])[CH2:26][CH2:27][C@:5]1([C:31]1[O:32][C:33]([C:36]3[CH:41]=[CH:40][CH:39]=[CH:38][CH:37]=3)=[N:34][N:35]=1)[CH2:4][CH2:3]2.[CH3:42][O:43][C:44](=[O:54])[CH2:45][C@@H:46]1[C@H:48]([C:49](O)=[O:50])[C:47]1([CH3:53])[CH3:52].CCN(C(C)C)C(C)C.C1COCC1. Product: [CH3:1][C@:2]12[C@@:19]3([CH3:20])[C@@H:10]([C@:11]4([CH3:24])[C@@H:16]([CH2:17][CH2:18]3)[C:15]([CH3:21])([CH3:22])[C@@H:14]([O:23][C:49]([C@H:48]3[C@@H:46]([CH2:45][C:44]([O:43][CH3:42])=[O:54])[C:47]3([CH3:53])[CH3:52])=[O:50])[CH2:13][CH2:12]4)[CH2:9][CH2:8][C@@H:7]1[C@H:6]1[C@H:25]([C:28]([CH3:30])=[CH2:29])[CH2:26][CH2:27][C@:5]1([C:31]1[O:32][C:33]([C:36]3[CH:37]=[CH:38][CH:39]=[CH:40][CH:41]=3)=[N:34][N:35]=1)[CH2:4][CH2:3]2. The catalyst class is: 277. (5) Reactant: [Br:1][C:2]1[CH:7]=[CH:6][C:5]([C:8]2[C:17](=O)[C:16]3[C:11](=[CH:12][C:13]([OH:20])=[C:14]([Cl:19])[CH:15]=3)[O:10][CH:9]=2)=[CH:4][CH:3]=1.[NH:21]([CH2:23][CH2:24][OH:25])[NH2:22]. Product: [Br:1][C:2]1[CH:7]=[CH:6][C:5]([C:8]2[C:17]([C:16]3[CH:15]=[C:14]([Cl:19])[C:13]([OH:20])=[CH:12][C:11]=3[OH:10])=[N:22][N:21]([CH2:23][CH2:24][OH:25])[CH:9]=2)=[CH:4][CH:3]=1. The catalyst class is: 8. (6) Reactant: [NH3:1].F[C:3]1[N:8]=[CH:7][C:6]([C:9]2[CH:14]=[CH:13][C:12]([N:15]3[C@@H:19]([C:20]4[CH:25]=[CH:24][CH:23]=[CH:22][CH:21]=4)[C:18]([CH3:27])([CH3:26])[O:17][C:16]3=[O:28])=[CH:11][CH:10]=2)=[CH:5][C:4]=1[C:29]1[N:34]=[CH:33][CH:32]=[CH:31][N:30]=1. Product: [NH2:1][C:3]1[N:8]=[CH:7][C:6]([C:9]2[CH:14]=[CH:13][C:12]([N:15]3[C@@H:19]([C:20]4[CH:25]=[CH:24][CH:23]=[CH:22][CH:21]=4)[C:18]([CH3:27])([CH3:26])[O:17][C:16]3=[O:28])=[CH:11][CH:10]=2)=[CH:5][C:4]=1[C:29]1[N:34]=[CH:33][CH:32]=[CH:31][N:30]=1. The catalyst class is: 16. (7) Reactant: [CH2:1]([N:3]([CH2:8][CH3:9])[CH2:4][CH2:5][CH2:6][OH:7])[CH3:2].[H-].[Na+].[H][H].C[O:15][C:16]([C:18]1[C:27]2[CH2:26][CH2:25][CH2:24][CH2:23][C:22]=2[CH:21]=[CH:20][C:19]=1[NH:28][S:29]([C:32]1[CH:37]=[CH:36][CH:35]=[CH:34][C:33]=1F)(=[O:31])=[O:30])=[O:17].[I-].[Na+]. Product: [CH2:1]([N:3]([CH2:8][CH3:9])[CH2:4][CH2:5][CH2:6][O:7][C:33]1[CH:34]=[CH:35][CH:36]=[CH:37][C:32]=1[S:29]([NH:28][C:19]1[CH:20]=[CH:21][C:22]2[CH2:23][CH2:24][CH2:25][CH2:26][C:27]=2[C:18]=1[C:16]([OH:17])=[O:15])(=[O:30])=[O:31])[CH3:2]. The catalyst class is: 3. (8) Reactant: [C:1]([O:5][NH:6][C:7]([C:9]1[CH:14]=[C:13](Br)[CH:12]=[CH:11][N:10]=1)=[O:8])([CH3:4])([CH3:3])[CH3:2].[CH2:16]([NH2:23])[C:17]1[CH:22]=[CH:21][CH:20]=[CH:19][CH:18]=1. Product: [C:1]([O:5][NH:6][C:7]([C:9]1[CH:14]=[C:13]([NH:23][CH2:16][C:17]2[CH:22]=[CH:21][CH:20]=[CH:19][CH:18]=2)[CH:12]=[CH:11][N:10]=1)=[O:8])([CH3:4])([CH3:3])[CH3:2]. The catalyst class is: 8.